This data is from Full USPTO retrosynthesis dataset with 1.9M reactions from patents (1976-2016). The task is: Predict the reactants needed to synthesize the given product. (1) Given the product [CH2:35]([O:1][C:2]1[CH:3]=[C:4]([C:20]([NH:22][CH2:23][C:24]2[CH:25]=[CH:26][C:27]([S:30]([CH3:33])(=[O:31])=[O:32])=[CH:28][CH:29]=2)=[O:21])[C:5](=[O:19])[N:6]([C:9]2[CH:14]=[CH:13][CH:12]=[C:11]([C:15]([F:16])([F:18])[F:17])[CH:10]=2)[C:7]=1[CH3:8])[CH3:36], predict the reactants needed to synthesize it. The reactants are: [OH:1][C:2]1[CH:3]=[C:4]([C:20]([NH:22][CH2:23][C:24]2[CH:29]=[CH:28][C:27]([S:30]([CH3:33])(=[O:32])=[O:31])=[CH:26][CH:25]=2)=[O:21])[C:5](=[O:19])[N:6]([C:9]2[CH:14]=[CH:13][CH:12]=[C:11]([C:15]([F:18])([F:17])[F:16])[CH:10]=2)[C:7]=1[CH3:8].I[CH2:35][CH3:36].N12CCCN=C1CCCCC2. (2) Given the product [CH3:17][C:18]1[O:19][C:20]([C:1]([C:2]2[CH:7]=[CH:6][CH:5]=[CH:4][CH:3]=2)=[O:8])=[CH:21][CH:22]=1, predict the reactants needed to synthesize it. The reactants are: [C:1](Cl)(=[O:8])[C:2]1[CH:7]=[CH:6][CH:5]=[CH:4][CH:3]=1.ClCCl.[Cl-].[Al+3].[Cl-].[Cl-].[CH3:17][C:18]1[O:19][CH:20]=[CH:21][CH:22]=1. (3) Given the product [CH3:25][O:24][CH2:23][CH2:22][N:13]1[N:12]=[C:11]([NH:10][C:9]2[NH:5][N:6]=[C:7]([CH3:26])[CH:8]=2)[C:20]2[C:15](=[CH:16][CH:17]=[CH:18][CH:19]=2)[C:14]1=[O:21], predict the reactants needed to synthesize it. The reactants are: C([N:5]1[C:9]([NH:10][C:11]2[C:20]3[C:15](=[CH:16][CH:17]=[CH:18][CH:19]=3)[C:14](=[O:21])[N:13]([CH2:22][CH2:23][O:24][CH3:25])[N:12]=2)=[CH:8][C:7]([CH3:26])=[N:6]1)(C)(C)C. (4) Given the product [CH3:25][O:24][C:18]1[CH:17]=[C:16]([C:15]#[C:14][C:13]2[NH:12][C:3]3[C:4](=[O:11])[NH:5][C:6](=[O:10])[N:7]([CH2:8][CH3:9])[C:2]=3[N:1]=2)[CH:21]=[CH:20][C:19]=1[O:22][CH3:23], predict the reactants needed to synthesize it. The reactants are: [NH2:1][C:2]1[N:7]([CH2:8][CH3:9])[C:6](=[O:10])[NH:5][C:4](=[O:11])[C:3]=1[NH:12][C:13](=O)[C:14]#[C:15][C:16]1[CH:21]=[CH:20][C:19]([O:22][CH3:23])=[C:18]([O:24][CH3:25])[CH:17]=1.O. (5) Given the product [Cl:16][C:8]1[CH:7]=[CH:6][C:5]2[C:10](=[CH:11][CH:12]=[C:3]([O:2][CH3:1])[CH:4]=2)[N:9]=1, predict the reactants needed to synthesize it. The reactants are: [CH3:1][O:2][C:3]1[CH:4]=[C:5]2[C:10](=[CH:11][CH:12]=1)[NH:9][C:8](=O)[CH:7]=[CH:6]2.P(Cl)(Cl)([Cl:16])=O.[OH-].[Na+]. (6) Given the product [Br:3][C:4]1[CH:9]=[CH:8][CH:7]=[CH:6][C:5]=1[O:10][CH2:6][CH2:7][CH2:8][O:18][C:5]1[CH:4]=[CH:9][CH:14]=[CH:15][C:16]=1[Br:17], predict the reactants needed to synthesize it. The reactants are: [H-].[Na+].[Br:3][C:4]1[CH:9]=[CH:8][CH:7]=[CH:6][C:5]=1[OH:10].[I-].[Na+].Br[CH2:14][CH2:15][CH2:16][Br:17].[OH2:18].